This data is from Full USPTO retrosynthesis dataset with 1.9M reactions from patents (1976-2016). The task is: Predict the reactants needed to synthesize the given product. (1) Given the product [OH:8][CH2:7][C@@H:1]1[CH2:2][CH2:3][CH2:4][C@H:5]([OH:6])[CH2:9]1, predict the reactants needed to synthesize it. The reactants are: [CH:1]12[CH2:9][CH:5]([O:6][C:7]1=[O:8])[CH2:4][CH2:3][CH2:2]2.[H-].[Al+3].[Li+].[H-].[H-].[H-].[Cl-].[NH4+].C(O)(=O)CC(CC(O)=O)(C(O)=O)O. (2) Given the product [Cl:11][C:10]1[CH:9]=[C:8]2[C:4]([C:5]([C:12]([OH:14])=[O:13])=[N:6][NH:7]2)=[CH:3][C:2]=1[C:22]1[CH:23]=[CH:24][C:19]([CH:17]([O:16][CH3:15])[CH3:18])=[CH:20][CH:21]=1, predict the reactants needed to synthesize it. The reactants are: Br[C:2]1[CH:3]=[C:4]2[C:8](=[CH:9][C:10]=1[Cl:11])[NH:7][N:6]=[C:5]2[C:12]([OH:14])=[O:13].[CH3:15][O:16][CH:17]([C:19]1[CH:24]=[CH:23][C:22](B(O)O)=[CH:21][CH:20]=1)[CH3:18].C(=O)([O-])[O-].[K+].[K+]. (3) Given the product [CH:12]([C:13]1[CH:14]=[C:15]([CH:18]=[CH:19][N:20]=1)[C:16]#[N:17])=[O:11], predict the reactants needed to synthesize it. The reactants are: C(Cl)(=O)C(Cl)=O.CS(C)=O.[OH:11][CH2:12][C:13]1[CH:14]=[C:15]([CH:18]=[CH:19][N:20]=1)[C:16]#[N:17].C(N(CC)CC)C. (4) Given the product [S:12]1[C:16]2[CH:17]=[CH:18][CH:19]=[CH:20][C:15]=2[N:14]=[C:13]1[C@:32]1([OH:38])[C:33]2[N:34]([CH:35]=[N:36][CH:37]=2)[C@@H:30]([C:29]2[CH:28]=[CH:27][C:24]([C:25]#[N:26])=[CH:23][C:22]=2[F:21])[CH2:31]1, predict the reactants needed to synthesize it. The reactants are: [Li]CCCC.CCCCCC.[S:12]1[C:16]2[CH:17]=[CH:18][CH:19]=[CH:20][C:15]=2[N:14]=[CH:13]1.[F:21][C:22]1[CH:23]=[C:24]([CH:27]=[CH:28][C:29]=1[C@@H:30]1[N:34]2[CH:35]=[N:36][CH:37]=[C:33]2[C:32](=[O:38])[CH2:31]1)[C:25]#[N:26]. (5) Given the product [CH2:10]([NH:9][C:7](=[O:8])[C:6]1[CH:22]=[CH:23][C:3]([CH2:2][NH:45][CH:43]([C:33]2[C:42]3[C:37](=[CH:38][CH:39]=[CH:40][CH:41]=3)[CH:36]=[CH:35][CH:34]=2)[CH3:44])=[CH:4][CH:5]=1)[CH2:11][CH2:12][CH2:13][CH2:14][CH2:15][CH2:16][CH2:17][CH2:18][CH2:19][CH2:20][CH3:21], predict the reactants needed to synthesize it. The reactants are: Cl[CH2:2][C:3]1[CH:23]=[CH:22][C:6]([C:7]([NH:9][CH2:10][CH2:11][CH2:12][CH2:13][CH2:14][CH2:15][CH2:16][CH2:17][CH2:18][CH2:19][CH2:20][CH3:21])=[O:8])=[CH:5][CH:4]=1.CCN(C(C)C)C(C)C.[C:33]1([CH:43]([NH2:45])[CH3:44])[C:42]2[C:37](=[CH:38][CH:39]=[CH:40][CH:41]=2)[CH:36]=[CH:35][CH:34]=1. (6) Given the product [CH2:10]1[O:11][C:1]2([CH2:6][CH2:5][CH2:4][CH2:3][CH2:2]2)[O:7][CH2:8][CH2:9]1, predict the reactants needed to synthesize it. The reactants are: [C:1]1(=[O:7])[CH2:6][CH2:5][CH2:4][CH2:3][CH2:2]1.[CH2:8](O)[CH2:9][CH2:10][OH:11].C(OCC)(OCC)OCC.[OH-].[Na+].